Task: Predict the product of the given reaction.. Dataset: Forward reaction prediction with 1.9M reactions from USPTO patents (1976-2016) Given the reactants [C:1]([C:3]1[CH:4]=[C:5]2[C:9](=[CH:10][CH:11]=1)[NH:8][C:7](=[O:12])[C:6]2([CH2:21][NH:22][C@@H:23]([CH3:29])[C:24]([N:26]([CH3:28])[CH3:27])=[O:25])[C:13]1[CH:18]=[CH:17][CH:16]=[CH:15][C:14]=1[O:19][CH3:20])#[N:2].[CH:30]([C:33]1[CH:38]=[CH:37][C:36]([S:39](Cl)(=[O:41])=[O:40])=[CH:35][CH:34]=1)([CH3:32])[CH3:31], predict the reaction product. The product is: [C:1]([C:3]1[CH:4]=[C:5]2[C:9](=[CH:10][CH:11]=1)[N:8]([S:39]([C:36]1[CH:37]=[CH:38][C:33]([CH:30]([CH3:32])[CH3:31])=[CH:34][CH:35]=1)(=[O:41])=[O:40])[C:7](=[O:12])[C:6]2([CH2:21][NH:22][C@@H:23]([CH3:29])[C:24]([N:26]([CH3:27])[CH3:28])=[O:25])[C:13]1[CH:18]=[CH:17][CH:16]=[CH:15][C:14]=1[O:19][CH3:20])#[N:2].